This data is from Reaction yield outcomes from USPTO patents with 853,638 reactions. The task is: Predict the reaction yield, written as a fraction of the theoretical maximum amount of product (1.0 means a 100% yield; for example, 0.34 means a 34% yield). (1) The reactants are [CH:1]([C:4]1[N:5]=[C:6](/[CH:9]=[CH:10]/[C:11]2[CH:36]=[CH:35][N:14]3[C:15](=[O:34])[C:16](/[CH:25]=[CH:26]/[C:27]([O:29]C(C)(C)C)=[O:28])=[C:17]([N:19]4[CH2:24][CH2:23][O:22][CH2:21][CH2:20]4)[N:18]=[C:13]3[CH:12]=2)[S:7][CH:8]=1)([CH3:3])[CH3:2].Cl. The catalyst is O1CCOCC1. The product is [CH:1]([C:4]1[N:5]=[C:6](/[CH:9]=[CH:10]/[C:11]2[CH:36]=[CH:35][N:14]3[C:15](=[O:34])[C:16](/[CH:25]=[CH:26]/[C:27]([OH:29])=[O:28])=[C:17]([N:19]4[CH2:20][CH2:21][O:22][CH2:23][CH2:24]4)[N:18]=[C:13]3[CH:12]=2)[S:7][CH:8]=1)([CH3:3])[CH3:2]. The yield is 0.810. (2) The reactants are C(OC([N:8]1[CH2:13][CH2:12][CH:11]([NH:14][CH2:15][C:16]2[CH:21]=[CH:20][C:19]([Cl:22])=[CH:18][CH:17]=2)[CH2:10][CH2:9]1)=O)(C)(C)C.[CH:23](=O)[CH3:24].[BH-](OC(C)=O)(OC(C)=O)OC(C)=O.[Na+]. The catalyst is C(Cl)Cl.CC(O)=O. The product is [Cl:22][C:19]1[CH:18]=[CH:17][C:16]([CH2:15][N:14]([CH2:23][CH3:24])[CH:11]2[CH2:10][CH2:9][NH:8][CH2:13][CH2:12]2)=[CH:21][CH:20]=1. The yield is 0.400. (3) The reactants are [Cl:1][C:2]1[CH:7]=[C:6](Cl)[N:5]=[C:4]([CH3:9])[N:3]=1.[NH2:10][NH2:11].C(=O)([O-])[O-].[K+].[K+]. The catalyst is C1COCC1. The product is [Cl:1][C:2]1[CH:7]=[C:6]([NH:10][NH2:11])[N:5]=[C:4]([CH3:9])[N:3]=1. The yield is 0.450. (4) The reactants are [OH:1][N:2]=[C:3]([C:5]1[CH:6]=[C:7]([CH:11]=[CH:12][CH:13]=1)[C:8]([OH:10])=[O:9])[NH2:4].[F:14][C:15]([F:26])([F:25])[C:16](O[C:16](=O)[C:15]([F:26])([F:25])[F:14])=O.Cl. The catalyst is N1C=CC=CC=1. The product is [F:14][C:15]([F:26])([F:25])[C:16]1[O:1][N:2]=[C:3]([C:5]2[CH:6]=[C:7]([CH:11]=[CH:12][CH:13]=2)[C:8]([OH:10])=[O:9])[N:4]=1. The yield is 0.280. (5) The reactants are [CH2:1]([OH:13])[CH2:2][CH2:3][CH2:4][CH2:5][CH2:6][CH2:7][CH2:8][CH2:9][CH2:10][CH2:11][CH3:12].[C:14](OCC)(=[O:18])[CH:15]([CH3:17])[OH:16]. No catalyst specified. The product is [C:14]([O:13][CH2:1][CH2:2][CH2:3][CH2:4][CH2:5][CH2:6][CH2:7][CH2:8][CH2:9][CH2:10][CH2:11][CH3:12])(=[O:18])[CH:15]([CH3:17])[OH:16]. The yield is 0.830.